Dataset: Forward reaction prediction with 1.9M reactions from USPTO patents (1976-2016). Task: Predict the product of the given reaction. (1) The product is: [ClH:32].[OH:2][C:3]1[N:8]=[CH:7][C:6]([C:9]2[O:10][C:11]3[CH:27]=[CH:26][C:25]([NH:28][C:29](=[NH:31])[CH3:30])=[CH:24][C:12]=3[C:13](=[O:23])[C:14]=2[O:15][CH2:16][C:17]2[CH:18]=[CH:19][CH:20]=[CH:21][CH:22]=2)=[CH:5][CH:4]=1. Given the reactants C[O:2][C:3]1[N:8]=[CH:7][C:6]([C:9]2[O:10][C:11]3[CH:27]=[CH:26][C:25]([NH:28][C:29](=[NH:31])[CH3:30])=[CH:24][C:12]=3[C:13](=[O:23])[C:14]=2[O:15][CH2:16][C:17]2[CH:22]=[CH:21][CH:20]=[CH:19][CH:18]=2)=[CH:5][CH:4]=1.[ClH:32], predict the reaction product. (2) Given the reactants [NH2:1][C:2]1[CH:3]=[C:4]([CH:14]=[CH:15][C:16]=1[O:17][CH3:18])[C:5]([NH:7][C:8]1[CH:13]=[CH:12][CH:11]=[CH:10][CH:9]=1)=[O:6].[C:19]1([N:25]=[C:26]=[S:27])[CH:24]=[CH:23][CH:22]=[CH:21][CH:20]=1, predict the reaction product. The product is: [CH3:18][O:17][C:16]1[CH:15]=[CH:14][C:4]([C:5]([NH:7][C:8]2[CH:13]=[CH:12][CH:11]=[CH:10][CH:9]=2)=[O:6])=[CH:3][C:2]=1[NH:1][C:26]([NH:25][C:19]1[CH:24]=[CH:23][CH:22]=[CH:21][CH:20]=1)=[S:27]. (3) The product is: [Cl:1][C:2]1[CH:3]=[C:4]([C:5]2[S:17][C:16]([NH:18][CH:2]3[CH2:3][CH2:4][CH2:8][CH2:9][CH2:10]3)=[N:15][N:14]=2)[CH:8]=[C:9]([O:12][CH3:13])[C:10]=1[OH:11]. Given the reactants [Cl:1][C:2]1[CH:3]=[C:4]([CH:8]=[C:9]([O:12][CH3:13])[C:10]=1[OH:11])[C:5](O)=O.[NH2:14][NH:15][C:16]([NH2:18])=[S:17].O=P(Cl)(Cl)Cl.[NH4+].[OH-], predict the reaction product. (4) Given the reactants CC1(C)C(C)(C)OB([C:9]2[CH:10]=[C:11]3[C:15](=[CH:16][CH:17]=2)[N:14]([C:18]([O:20][C:21]([CH3:24])([CH3:23])[CH3:22])=[O:19])[CH2:13][CH2:12]3)O1.C([O-])([O-])=O.[K+].[K+].Br[C:33]1[CH:34]=[N:35][N:36]([CH3:39])[C:37]=1[CH3:38], predict the reaction product. The product is: [CH3:39][N:36]1[C:37]([CH3:38])=[C:33]([C:9]2[CH:10]=[C:11]3[C:15](=[CH:16][CH:17]=2)[N:14]([C:18]([O:20][C:21]([CH3:22])([CH3:23])[CH3:24])=[O:19])[CH2:13][CH2:12]3)[CH:34]=[N:35]1. (5) Given the reactants [Br:1][C:2]1[CH:14]=[N:13][C:12]2[C:11]3[C:10]([F:15])=[CH:9][CH:8]=[C:7]([S:16]([CH3:19])(=[O:18])=[O:17])[C:6]=3[NH:5][C:4]=2[CH:3]=1.[F:20][C:21]1[CH:26]=[CH:25][C:24]([C@@H:27]([CH:29]2[CH2:34][CH2:33][O:32][CH2:31][CH2:30]2)O)=[CH:23][CH:22]=1.C1(P(C2C=CC=CC=2)C2C=CC=CC=2)C=CC=CC=1.CC(OC(/N=N/C(OC(C)C)=O)=O)C, predict the reaction product. The product is: [Br:1][C:2]1[CH:14]=[N:13][C:12]2[C:11]3[C:10]([F:15])=[CH:9][CH:8]=[C:7]([S:16]([CH3:19])(=[O:17])=[O:18])[C:6]=3[N:5]([C@H:27]([C:24]3[CH:23]=[CH:22][C:21]([F:20])=[CH:26][CH:25]=3)[CH:29]3[CH2:34][CH2:33][O:32][CH2:31][CH2:30]3)[C:4]=2[CH:3]=1. (6) Given the reactants Cl[CH2:2][C:3]1[CH:4]=[C:5]2[C:9](=[C:10]([N+:12]([O-:14])=[O:13])[CH:11]=1)[NH:8][C:7]([C:15]1[S:16][CH2:17][C@@H:18]([CH2:20][O:21][C:22](=[O:27])[C:23]([CH3:26])([CH3:25])[CH3:24])[N:19]=1)=[CH:6]2.[CH:28]([N:31](C(C)C)[CH2:32]C)(C)C.CNC.O, predict the reaction product. The product is: [CH3:28][N:31]([CH2:2][C:3]1[CH:4]=[C:5]2[C:9](=[C:10]([N+:12]([O-:14])=[O:13])[CH:11]=1)[NH:8][C:7]([C:15]1[S:16][CH2:17][C@@H:18]([CH2:20][O:21][C:22](=[O:27])[C:23]([CH3:26])([CH3:25])[CH3:24])[N:19]=1)=[CH:6]2)[CH3:32]. (7) Given the reactants [NH2:1][C:2]1[N:7]=[C:6]([S:8][CH2:9][C:10]2[CH:15]=[CH:14][CH:13]=[C:12]([F:16])[C:11]=2[F:17])[N:5]=[C:4]([OH:18])[CH:3]=1.Cl[C:20]([S:22]Cl)=[O:21], predict the reaction product. The product is: [NH2:1][C:2]1[C:3]2[S:22][C:20](=[O:21])[O:18][C:4]=2[N:5]=[C:6]([S:8][CH2:9][C:10]2[CH:15]=[CH:14][CH:13]=[C:12]([F:16])[C:11]=2[F:17])[N:7]=1. (8) Given the reactants Cl[CH2:2][CH2:3][CH2:4][O:5][C:6]1[CH:13]=[CH:12][C:9]([CH:10]=O)=[CH:8][CH:7]=1.[CH2:14]1[C:23]2[C:18](=[CH:19][CH:20]=[CH:21][CH:22]=2)[CH2:17][CH2:16][NH:15]1.C(O[BH-](OC(=O)C)OC(=O)C)(=O)C.[Na+].C(=O)(O)[O-].[Na+].[NH:43]1[CH2:48][CH2:47][CH2:46][CH2:45][CH2:44]1.C(=O)([O-])[O-].[Na+].[Na+].[I-].[K+], predict the reaction product. The product is: [N:43]1([CH2:2][CH2:3][CH2:4][O:5][C:6]2[CH:13]=[CH:12][C:9]([CH2:10][N:15]3[CH2:16][CH2:17][C:18]4[C:23](=[CH:22][CH:21]=[CH:20][CH:19]=4)[CH2:14]3)=[CH:8][CH:7]=2)[CH2:48][CH2:47][CH2:46][CH2:45][CH2:44]1. (9) The product is: [C:16]1([S:22]([O:1][CH2:2][CH:3]2[CH2:4][CH2:5][C:6](=[O:8])[NH:7]2)(=[O:24])=[O:23])[CH:21]=[CH:20][CH:19]=[CH:18][CH:17]=1. Given the reactants [OH:1][CH2:2][CH:3]1[NH:7][C:6](=[O:8])[CH2:5][CH2:4]1.CCN(CC)CC.[C:16]1([S:22](Cl)(=[O:24])=[O:23])[CH:21]=[CH:20][CH:19]=[CH:18][CH:17]=1, predict the reaction product. (10) Given the reactants [C:1]([CH2:4][C:5]1[C:6]([CH3:14])=[C:7](C(O)=O)[NH:8][C:9]=1[CH3:10])([OH:3])=[O:2].[OH-].[K+], predict the reaction product. The product is: [CH3:10][C:9]1[NH:8][CH:7]=[C:6]([CH3:14])[C:5]=1[CH2:4][C:1]([OH:3])=[O:2].